Dataset: Forward reaction prediction with 1.9M reactions from USPTO patents (1976-2016). Task: Predict the product of the given reaction. (1) The product is: [CH3:1][O:2][C:3]1[C:4](=[O:29])[C:5]([CH3:28])=[C:6]([C:12]2[CH:13]=[CH:21][C:17]([C:18]([C:33]3[C:32]([O:31][CH3:30])=[CH:37][CH:36]=[C:35]([CH:34]=3)[NH2:38])=[O:19])=[C:16]([C:22]3[CH:51]=[CH:50][N:49]=[CH:54][CH:27]=3)[C:15]=2[CH3:14])[C:7](=[O:11])[C:8]=1[O:9][CH3:10]. Given the reactants [CH3:1][O:2][C:3]1[C:4](=[O:29])[C:5]([CH3:28])=[C:6]([CH2:12][C:13]2[CH:14]=[CH:15][C:16]([C:22]3[CH:27]=CN=CC=3)=[C:17]([CH:21]=2)[C:18](O)=[O:19])[C:7](=[O:11])[C:8]=1[O:9][CH3:10].[CH3:30][O:31][C:32]1[CH:37]=[CH:36][C:35]([NH2:38])=[CH:34][CH:33]=1.C(N(CC)CC)C.[Cl-].ClC1N(C)[CH2:51][CH2:50][NH+:49]1[CH3:54], predict the reaction product. (2) Given the reactants [C:1]1([CH3:7])[CH:6]=[CH:5][CH:4]=[CH:3][CH:2]=1.O=C1C[CH2:13][N:12]([C:15]([O:17][C:18]([CH3:21])([CH3:20])[CH3:19])=[O:16])[CH2:11]C1.N1CCCC1.O.C1(C)C=CC(S(O)(=O)=[O:35])=CC=1, predict the reaction product. The product is: [O:35]=[C:3]1[CH2:4][CH2:5][CH:6]2[C:1]([CH2:7][CH2:11][N:12]([C:15]([O:17][C:18]([CH3:21])([CH3:20])[CH3:19])=[O:16])[CH2:13]2)=[CH:2]1. (3) Given the reactants [Cl:1][C:2]1[CH:3]=[CH:4][C:5]2[N:6]([CH:8]=[C:9]([NH:11][C:12]([C:14]3[CH:19]=[CH:18][C:17]([C:20]([CH3:25])([CH3:24])[C:21](O)=[O:22])=[CH:16][CH:15]=3)=[O:13])[N:10]=2)[CH:7]=1.[NH2:26][CH2:27][CH2:28][C:29]#[N:30], predict the reaction product. The product is: [Cl:1][C:2]1[CH:3]=[CH:4][C:5]2[N:6]([CH:8]=[C:9]([NH:11][C:12](=[O:13])[C:14]3[CH:15]=[CH:16][C:17]([C:20]([CH3:25])([CH3:24])[C:21]([NH:30][CH2:29][CH2:28][C:27]#[N:26])=[O:22])=[CH:18][CH:19]=3)[N:10]=2)[CH:7]=1. (4) The product is: [C:27]([O:31][C:32](=[O:47])[CH2:33][CH2:34][N:35]([C:40]([O:42][C:43]([CH3:46])([CH3:45])[CH3:44])=[O:41])[CH2:36][C:37](=[O:38])[N:17]1[C:18]2[C:14](=[CH:13][C:12]([O:11][CH2:10][C:9]3[CH:21]=[CH:22][C:6]([CH2:2][CH:3]([CH3:5])[CH3:4])=[CH:7][C:8]=3[C:23]([F:26])([F:24])[F:25])=[CH:20][CH:19]=2)[CH2:15][CH2:16]1)([CH3:29])([CH3:30])[CH3:28]. Given the reactants Cl.[CH2:2]([C:6]1[CH:22]=[CH:21][C:9]([CH2:10][O:11][C:12]2[CH:13]=[C:14]3[C:18](=[CH:19][CH:20]=2)[NH:17][CH2:16][CH2:15]3)=[C:8]([C:23]([F:26])([F:25])[F:24])[CH:7]=1)[CH:3]([CH3:5])[CH3:4].[C:27]([O:31][C:32](=[O:47])[CH2:33][CH2:34][N:35]([C:40]([O:42][C:43]([CH3:46])([CH3:45])[CH3:44])=[O:41])[CH2:36][C:37](O)=[O:38])([CH3:30])([CH3:29])[CH3:28].CCN(C(C)C)C(C)C.C1C=CC2N(O)N=NC=2C=1.CCN=C=NCCCN(C)C.Cl.C(=O)(O)[O-].[Na+], predict the reaction product. (5) Given the reactants [CH2:1]([O:5][CH2:6][CH2:7][O:8][C:9]1[CH:14]=[CH:13][C:12]([C:15]2[CH:16]=[CH:17][C:18]3[O:25][CH2:24][CH2:23][CH2:22][C:21]([C:26](O)=[O:27])=[CH:20][C:19]=3[CH:29]=2)=[CH:11][CH:10]=1)[CH2:2][CH2:3][CH3:4].CN(C=O)C.S(Cl)(Cl)=O.[CH3:39][N:40]([CH2:47][C:48]1[CH:54]=[CH:53][C:51]([NH2:52])=[CH:50][CH:49]=1)[CH:41]1[CH2:46][CH2:45][O:44][CH2:43][CH2:42]1, predict the reaction product. The product is: [CH2:1]([O:5][CH2:6][CH2:7][O:8][C:9]1[CH:10]=[CH:11][C:12]([C:15]2[CH:16]=[CH:17][C:18]3[O:25][CH2:24][CH2:23][CH2:22][C:21]([C:26]([NH:52][C:51]4[CH:50]=[CH:49][C:48]([CH2:47][N:40]([CH3:39])[CH:41]5[CH2:46][CH2:45][O:44][CH2:43][CH2:42]5)=[CH:54][CH:53]=4)=[O:27])=[CH:20][C:19]=3[CH:29]=2)=[CH:13][CH:14]=1)[CH2:2][CH2:3][CH3:4]. (6) Given the reactants Cl[S:2]([N:5]=[C:6]=[O:7])(=[O:4])=[O:3].[CH3:8][C:9]([OH:12])([CH3:11])[CH3:10].[Cl-].[CH2:14]([O:21][C:22]([NH:24][C@H:25]([C:31]([O:33][CH3:34])=[O:32])[CH2:26][CH2:27][CH2:28][CH2:29][NH3+:30])=[O:23])[C:15]1[CH:20]=[CH:19][CH:18]=[CH:17][CH:16]=1.C(N(CC)CC)C, predict the reaction product. The product is: [CH2:14]([O:21][C:22]([NH:24][C@@H:25]([CH2:26][CH2:27][CH2:28][CH2:29][NH:30][S:2](=[O:4])(=[O:3])[NH:5][C:6]([O:12][C:9]([CH3:11])([CH3:10])[CH3:8])=[O:7])[C:31]([O:33][CH3:34])=[O:32])=[O:23])[C:15]1[CH:16]=[CH:17][CH:18]=[CH:19][CH:20]=1. (7) Given the reactants [C:1]([C:3]1[CH:8]=[CH:7][C:6]([C:9]2[CH:10]=[N:11][N:12]3[CH:17]=[CH:16][C:15]([C:18]4[CH:26]=[CH:25][C:21]([C:22](O)=[O:23])=[CH:20][CH:19]=4)=[N:14][C:13]=23)=[CH:5][CH:4]=1)#[N:2].C[N:28]1[CH2:33][CH2:32][O:31][CH2:30][CH2:29]1.CN(C(ON1N=NC2C=CC=NC1=2)=[N+](C)C)C.F[P-](F)(F)(F)(F)F.N1CCOCC1, predict the reaction product. The product is: [N:28]1([C:22]([C:21]2[CH:20]=[CH:19][C:18]([C:15]3[CH:16]=[CH:17][N:12]4[N:11]=[CH:10][C:9]([C:6]5[CH:7]=[CH:8][C:3]([C:1]#[N:2])=[CH:4][CH:5]=5)=[C:13]4[N:14]=3)=[CH:26][CH:25]=2)=[O:23])[CH2:33][CH2:32][O:31][CH2:30][CH2:29]1. (8) Given the reactants [NH:1]1[CH2:6][CH2:5][O:4][CH2:3][CH2:2]1.[Br:7][CH2:8][CH2:9][CH2:10]Cl, predict the reaction product. The product is: [Br:7][CH2:8][CH2:9][CH2:10][N:1]1[CH2:6][CH2:5][O:4][CH2:3][CH2:2]1. (9) The product is: [CH:13]1([NH:16][C:6](=[O:8])[C:5]2[CH:10]=[CH:11][C:2]([F:1])=[CH:3][C:4]=2[O:12][CH2:24][C@@H:25]2[CH2:27][O:26]2)[CH2:15][CH2:14]1. Given the reactants [F:1][C:2]1[CH:11]=[CH:10][C:5]([C:6]([O:8]C)=O)=[C:4]([OH:12])[CH:3]=1.[CH:13]1([NH2:16])[CH2:15][CH2:14]1.[N+](C1C=C(C=CC=1)O[CH2:24][C@@H:25]1[CH2:27][O:26]1)([O-])=O.C(=O)([O-])[O-].[Cs+].[Cs+], predict the reaction product. (10) Given the reactants [F:1][C:2]1[CH:7]=[CH:6][C:5]([C:8](=O)[C:9](=[CH:19][OH:20])[CH2:10][CH2:11][N:12]2[CH2:17][CH2:16][CH:15]([CH3:18])[CH2:14][CH2:13]2)=[CH:4][CH:3]=1.O.[NH2:23][NH2:24].[ClH:25].CC(C)=[O:28], predict the reaction product. The product is: [OH2:20].[OH2:28].[ClH:25].[ClH:25].[F:1][C:2]1[CH:7]=[CH:6][C:5]([C:8]2[C:9]([CH2:10][CH2:11][N:12]3[CH2:17][CH2:16][CH:15]([CH3:18])[CH2:14][CH2:13]3)=[CH:19][NH:24][N:23]=2)=[CH:4][CH:3]=1.